Predict the reactants needed to synthesize the given product. From a dataset of Full USPTO retrosynthesis dataset with 1.9M reactions from patents (1976-2016). (1) Given the product [Cl:21][C:18]1[CH:17]=[CH:16][C:15]([S:14][CH:11]2[CH2:12][CH2:13][NH:8][CH2:9][CH2:10]2)=[CH:20][CH:19]=1, predict the reactants needed to synthesize it. The reactants are: C(OC([N:8]1[CH2:13][CH2:12][CH:11]([S:14][C:15]2[CH:20]=[CH:19][C:18]([Cl:21])=[CH:17][CH:16]=2)[CH2:10][CH2:9]1)=O)(C)(C)C.FC(F)(F)C(O)=O. (2) Given the product [CH3:1][CH:2]1[CH:7]=[C:6]([CH3:8])[CH2:5][CH:4]([CH3:9])[CH:3]1[C:10](=[O:13])[CH2:11][CH3:12], predict the reactants needed to synthesize it. The reactants are: [CH3:1][CH:2]1[CH:7]=[C:6]([CH3:8])[CH2:5][CH:4]([CH3:9])[CH:3]1[CH:10]([OH:13])[CH2:11][CH3:12].